Task: Predict the product of the given reaction.. Dataset: Forward reaction prediction with 1.9M reactions from USPTO patents (1976-2016) (1) The product is: [C:6]1(=[O:22])[CH2:7][CH2:8][CH2:9][CH2:10][CH2:11][CH2:12][CH2:13][CH:14]=[CH:15][CH2:16][CH2:17][CH2:18][CH2:19][CH2:20][CH2:21][CH2:5]1. Given the reactants COC([CH:5]1[CH2:21][CH2:20][CH2:19][CH2:18][CH2:17][CH2:16][CH:15]=[CH:14][CH2:13][CH2:12][CH2:11][CH2:10][CH2:9][CH2:8][CH2:7][C:6]1=[O:22])=O.S(=O)(=O)(O)O, predict the reaction product. (2) Given the reactants [C:1]([O:8][CH2:9][CH3:10])(=[O:7])[C:2]([O:4]CC)=O.CC(C)([O-])C.[K+:16].[C:17](#[N:19])[CH3:18], predict the reaction product. The product is: [C:17](/[CH:18]=[C:2](\[O-:4])/[C:1]([O:8][CH2:9][CH3:10])=[O:7])#[N:19].[K+:16].